From a dataset of NCI-60 drug combinations with 297,098 pairs across 59 cell lines. Regression. Given two drug SMILES strings and cell line genomic features, predict the synergy score measuring deviation from expected non-interaction effect. (1) Drug 1: C1CCC(C1)C(CC#N)N2C=C(C=N2)C3=C4C=CNC4=NC=N3. Drug 2: C1CC(=O)NC(=O)C1N2C(=O)C3=CC=CC=C3C2=O. Cell line: RPMI-8226. Synergy scores: CSS=4.35, Synergy_ZIP=5.78, Synergy_Bliss=8.39, Synergy_Loewe=3.69, Synergy_HSA=3.27. (2) Drug 1: CC1=C(C=C(C=C1)NC(=O)C2=CC=C(C=C2)CN3CCN(CC3)C)NC4=NC=CC(=N4)C5=CN=CC=C5. Drug 2: C1=NNC2=C1C(=O)NC=N2. Cell line: HL-60(TB). Synergy scores: CSS=-13.2, Synergy_ZIP=5.68, Synergy_Bliss=1.37, Synergy_Loewe=-14.3, Synergy_HSA=-11.3. (3) Drug 1: CC12CCC3C(C1CCC2=O)CC(=C)C4=CC(=O)C=CC34C. Drug 2: C1CC(=O)NC(=O)C1N2C(=O)C3=CC=CC=C3C2=O. Cell line: LOX IMVI. Synergy scores: CSS=35.8, Synergy_ZIP=-1.25, Synergy_Bliss=-1.29, Synergy_Loewe=-11.0, Synergy_HSA=-1.89. (4) Drug 1: C1CCC(CC1)NC(=O)N(CCCl)N=O. Drug 2: C1C(C(OC1N2C=NC3=C2NC=NCC3O)CO)O. Cell line: LOX IMVI. Synergy scores: CSS=26.9, Synergy_ZIP=-12.7, Synergy_Bliss=-11.8, Synergy_Loewe=-11.1, Synergy_HSA=-7.54. (5) Drug 1: CC1=C(C(=O)C2=C(C1=O)N3CC4C(C3(C2COC(=O)N)OC)N4)N. Drug 2: C(CCl)NC(=O)N(CCCl)N=O. Cell line: UO-31. Synergy scores: CSS=6.06, Synergy_ZIP=-0.0259, Synergy_Bliss=1.52, Synergy_Loewe=5.70, Synergy_HSA=1.73. (6) Drug 1: CN1C(=O)N2C=NC(=C2N=N1)C(=O)N. Drug 2: CC1=C(C=C(C=C1)C(=O)NC2=CC(=CC(=C2)C(F)(F)F)N3C=C(N=C3)C)NC4=NC=CC(=N4)C5=CN=CC=C5. Cell line: HT29. Synergy scores: CSS=0.994, Synergy_ZIP=3.46, Synergy_Bliss=7.69, Synergy_Loewe=4.03, Synergy_HSA=3.10. (7) Drug 1: CC1OCC2C(O1)C(C(C(O2)OC3C4COC(=O)C4C(C5=CC6=C(C=C35)OCO6)C7=CC(=C(C(=C7)OC)O)OC)O)O. Drug 2: CC1=C(C=C(C=C1)C(=O)NC2=CC(=CC(=C2)C(F)(F)F)N3C=C(N=C3)C)NC4=NC=CC(=N4)C5=CN=CC=C5. Cell line: NCI-H322M. Synergy scores: CSS=-3.38, Synergy_ZIP=0.740, Synergy_Bliss=-0.431, Synergy_Loewe=-5.71, Synergy_HSA=-5.78.